Dataset: Full USPTO retrosynthesis dataset with 1.9M reactions from patents (1976-2016). Task: Predict the reactants needed to synthesize the given product. (1) Given the product [CH2:22]([S:24]([NH:1][C:2]1[C:3]([CH3:21])=[C:4]([CH:17]=[C:18]([CH3:20])[CH:19]=1)[CH2:5][C:6]1[N:7]=[CH:8][N:9]([S:11]([N:14]([CH3:15])[CH3:16])(=[O:12])=[O:13])[CH:10]=1)(=[O:26])=[O:25])[CH3:23], predict the reactants needed to synthesize it. The reactants are: [NH2:1][C:2]1[C:3]([CH3:21])=[C:4]([CH:17]=[C:18]([CH3:20])[CH:19]=1)[CH2:5][C:6]1[N:7]=[CH:8][N:9]([S:11]([N:14]([CH3:16])[CH3:15])(=[O:13])=[O:12])[CH:10]=1.[CH2:22]([S:24](Cl)(=[O:26])=[O:25])[CH3:23]. (2) Given the product [ClH:22].[ClH:37].[NH:26]1[CH2:27][CH:24]([C:18]2[C:17]([O:35][CH3:36])=[C:16]([CH:14]([N:8]3[C:4]4=[N:5][CH:6]=[N:7][C:2]([NH2:1])=[C:3]4[C:10]([CH:11]([F:13])[F:12])=[N:9]3)[CH3:15])[CH:21]=[C:20]([Cl:22])[C:19]=2[F:23])[CH2:25]1, predict the reactants needed to synthesize it. The reactants are: [NH2:1][C:2]1[N:7]=[CH:6][N:5]=[C:4]2[N:8]([CH:14]([C:16]3[C:17]([O:35][CH3:36])=[C:18]([CH:24]4[CH2:27][N:26](C(OC(C)(C)C)=O)[CH2:25]4)[C:19]([F:23])=[C:20]([Cl:22])[CH:21]=3)[CH3:15])[N:9]=[C:10]([CH:11]([F:13])[F:12])[C:3]=12.[ClH:37].O1CCOCC1. (3) Given the product [Cl:6][C:7]1[S:8][C:9]2[CH:15]=[C:14]([N+:16]([O-:18])=[O:17])[CH:13]=[CH:12][C:10]=2[N:11]=1, predict the reactants needed to synthesize it. The reactants are: S(=O)(=O)(O)O.[Cl:6][C:7]1[S:8][C:9]2[CH:15]=[CH:14][CH:13]=[CH:12][C:10]=2[N:11]=1.[N+:16]([O-])([OH:18])=[O:17]. (4) Given the product [C:24]([N:21]1[C:22]2[C:18](=[CH:17][CH:16]=[C:15]([N:14]([CH:11]3[CH2:12][CH2:13][N:8]([CH2:1][C:2]4[CH:3]=[CH:4][CH:5]=[CH:6][CH:7]=4)[CH2:9][CH2:10]3)[C:27](=[O:36])/[CH:28]=[CH:29]/[C:30]3[CH:35]=[CH:34][CH:33]=[CH:32][CH:31]=3)[CH:23]=2)[CH2:19][CH2:20]1)(=[O:26])[CH3:25], predict the reactants needed to synthesize it. The reactants are: [CH2:1]([N:8]1[CH2:13][CH2:12][CH:11]([NH:14][C:15]2[CH:23]=[C:22]3[C:18]([CH2:19][CH2:20][N:21]3[C:24](=[O:26])[CH3:25])=[CH:17][CH:16]=2)[CH2:10][CH2:9]1)[C:2]1[CH:7]=[CH:6][CH:5]=[CH:4][CH:3]=1.[C:27](Cl)(=[O:36])[CH:28]=[CH:29][C:30]1[CH:35]=[CH:34][CH:33]=[CH:32][CH:31]=1.C(N(CC)CC)C. (5) The reactants are: O=[C:2]([CH2:8][C:9](=O)[CH3:10])[C:3]([O:5][CH2:6][CH3:7])=[O:4].[CH3:12][NH:13][NH2:14].C(OCC)(=O)C.O. Given the product [CH2:6]([O:5][C:3]([C:2]1[CH:8]=[C:9]([CH3:10])[N:13]([CH3:12])[N:14]=1)=[O:4])[CH3:7], predict the reactants needed to synthesize it.